This data is from Reaction yield outcomes from USPTO patents with 853,638 reactions. The task is: Predict the reaction yield, written as a fraction of the theoretical maximum amount of product (1.0 means a 100% yield; for example, 0.34 means a 34% yield). (1) The yield is 0.260. No catalyst specified. The reactants are N1C2C(=NC=CC=2)N([N:10]2[C:14](/[CH:15]=[C:16]3\[C:17](=[O:26])[NH:18][C:19]4[C:24]\3=[CH:23][C:22]([F:25])=[CH:21][CH:20]=4)=[C:13]([CH3:27])[C:12]([C:28]([O-])=[O:29])=[C:11]2[CH3:31])N=1.CN([CH:35]=[O:36])C. The product is [O:36]=[C:35]1[CH2:16][CH2:15][CH:14]([NH:10][C:28]([C:12]2[C:13]([CH3:27])=[C:14](/[CH:15]=[C:16]3\[C:17](=[O:26])[NH:18][C:19]4[C:24]\3=[CH:23][C:22]([F:25])=[CH:21][CH:20]=4)[NH:10][C:11]=2[CH3:31])=[O:29])[CH2:13][CH2:12]1. (2) The reactants are [Na].[CH3:2][C:3]([C:5]1[CH:10]=[CH:9][C:8]([O:11][CH3:12])=[CH:7][CH:6]=1)=[O:4].Cl[C:14]1[N:22]=[C:21]([Cl:23])[CH:20]=[CH:19][C:15]=1[C:16]([OH:18])=[O:17]. The catalyst is C([O-])(=O)C.[Cu+2].C([O-])(=O)C.CCO. The product is [Cl:23][C:21]1[CH:20]=[CH:19][C:15]([C:16]([OH:18])=[O:17])=[C:14]([CH2:2][C:3]([C:5]2[CH:10]=[CH:9][C:8]([O:11][CH3:12])=[CH:7][CH:6]=2)=[O:4])[N:22]=1. The yield is 0.630. (3) The reactants are [Cl:1][C:2]1[C:3]([O:12][C:13]2[CH:18]=[C:17]([O:19][CH2:20][CH2:21][CH2:22][S:23]([CH3:26])(=[O:25])=[O:24])[CH:16]=[CH:15][C:14]=2/[CH:27]=[CH:28]/[C:29](O)=[O:30])=[N:4][CH:5]=[C:6]([C:8]([F:11])([F:10])[F:9])[CH:7]=1.Cl.C(N=C=NCCCN(C)C)C.[CH2:44]([S:49]([NH2:52])(=[O:51])=[O:50])[CH2:45][CH2:46][CH2:47][CH3:48].Cl. The catalyst is C(#N)C.CN(C)C1C=CN=CC=1. The product is [Cl:1][C:2]1[C:3]([O:12][C:13]2[CH:18]=[C:17]([O:19][CH2:20][CH2:21][CH2:22][S:23]([CH3:26])(=[O:24])=[O:25])[CH:16]=[CH:15][C:14]=2/[CH:27]=[CH:28]/[C:29]([NH:52][S:49]([CH2:44][CH2:45][CH2:46][CH2:47][CH3:48])(=[O:51])=[O:50])=[O:30])=[N:4][CH:5]=[C:6]([C:8]([F:11])([F:9])[F:10])[CH:7]=1. The yield is 0.560.